The task is: Predict the product of the given reaction.. This data is from Forward reaction prediction with 1.9M reactions from USPTO patents (1976-2016). (1) Given the reactants [C:1]([O:5][C:6]([N:8]1[CH2:12][C@H:11]([OH:13])[CH2:10][C@H:9]1[C:14]([O-:16])=[O:15])=[O:7])([CH3:4])([CH3:3])[CH3:2].S(=O)(=O)(O)O.[CH3:22]C(C)=O, predict the reaction product. The product is: [O:13]=[C:11]1[CH2:12][N:8]([C:6]([O:5][C:1]([CH3:4])([CH3:2])[CH3:3])=[O:7])[C@H:9]([C:14]([O:16][CH3:22])=[O:15])[CH2:10]1. (2) Given the reactants [F:1][C:2]1[CH:24]=[CH:23][CH:22]=[CH:21][C:3]=1[CH2:4][C:5]1[N:9]([CH2:10][C:11]2[CH:16]=[CH:15][C:14]([O:17][CH3:18])=[CH:13][CH:12]=2)[N:8]=[CH:7][C:6]=1[CH2:19][OH:20].S([O-])([O-])(=O)=O.[Mg+2], predict the reaction product. The product is: [F:1][C:2]1[CH:24]=[CH:23][CH:22]=[CH:21][C:3]=1[CH2:4][C:5]1[N:9]([CH2:10][C:11]2[CH:12]=[CH:13][C:14]([O:17][CH3:18])=[CH:15][CH:16]=2)[N:8]=[CH:7][C:6]=1[CH:19]=[O:20]. (3) Given the reactants C([O:8][C:9]1[CH:19]=[CH:18][C:12]([C:13]([N:15]([CH3:17])[CH3:16])=[O:14])=[CH:11][C:10]=1[C:20]([NH:22][C:23]1[CH:28]=[C:27]([C:29]([F:32])([F:31])[F:30])[CH:26]=[C:25]([C:33]([F:36])([F:35])[F:34])[CH:24]=1)=[O:21])C1C=CC=CC=1.C(O)C, predict the reaction product. The product is: [F:30][C:29]([F:31])([F:32])[C:27]1[CH:28]=[C:23]([NH:22][C:20](=[O:21])[C:10]2[CH:11]=[C:12]([CH:18]=[CH:19][C:9]=2[OH:8])[C:13]([N:15]([CH3:17])[CH3:16])=[O:14])[CH:24]=[C:25]([C:33]([F:35])([F:34])[F:36])[CH:26]=1. (4) Given the reactants [CH3:1][C@H:2]1[CH2:7][NH:6][CH2:5][CH2:4][N:3]1[C:8]([O:10][C:11]([CH3:14])([CH3:13])[CH3:12])=[O:9].[Br:15][C:16]1[CH:17]=[C:18]([CH:21]=[CH:22][CH:23]=1)[CH:19]=O.[BH-](OC(C)=O)(OC(C)=O)OC(C)=O.[Na+], predict the reaction product. The product is: [Br:15][C:16]1[CH:17]=[C:18]([CH2:19][N:6]2[CH2:5][CH2:4][N:3]([C:8]([O:10][C:11]([CH3:13])([CH3:12])[CH3:14])=[O:9])[C@@H:2]([CH3:1])[CH2:7]2)[CH:21]=[CH:22][CH:23]=1. (5) Given the reactants [N:1]1([C:7]2[CH:20]=[CH:19][CH:18]=[CH:17][C:8]=2/[CH:9]=[C:10]2/[C:11](=[O:16])[NH:12][C:13](=[O:15])[S:14]/2)[CH2:6][CH2:5][NH:4][CH2:3][CH2:2]1.[C:21](Cl)(=[O:23])[CH3:22].C(N(CC)CC)C.C([O-])(O)=O.[Na+], predict the reaction product. The product is: [C:21]([N:4]1[CH2:5][CH2:6][N:1]([C:7]2[CH:20]=[CH:19][CH:18]=[CH:17][C:8]=2/[CH:9]=[C:10]2/[C:11](=[O:16])[NH:12][C:13](=[O:15])[S:14]/2)[CH2:2][CH2:3]1)(=[O:23])[CH3:22].